Dataset: Catalyst prediction with 721,799 reactions and 888 catalyst types from USPTO. Task: Predict which catalyst facilitates the given reaction. (1) Reactant: [F:1][C:2]1[CH:7]=[C:6]([SH:8])[CH:5]=[CH:4][C:3]=1[CH:9]([CH3:14])[C:10]([O:12]C)=[O:11].Br[CH:16]1[CH2:20][CH2:19][CH2:18][CH2:17]1.C(=O)([O-])[O-].[K+].[K+]. Product: [CH:16]1([S:8][C:6]2[CH:5]=[CH:4][C:3]([CH:9]([CH3:14])[C:10]([OH:12])=[O:11])=[C:2]([F:1])[CH:7]=2)[CH2:20][CH2:19][CH2:18][CH2:17]1. The catalyst class is: 3. (2) Reactant: [CH:1]1([NH:4][C:5]2[N:10]=[C:9]([C:11]3[C:12]([C:20]4[CH:25]=[CH:24][N:23]=[C:22]([NH:26][CH:27]([CH3:29])[CH3:28])[CH:21]=4)=[N:13][N:14]4[CH:19]=[CH:18][CH:17]=[CH:16][C:15]=34)[CH:8]=[CH:7][N:6]=2)[CH2:3][CH2:2]1.C([Li])CCC.C(Cl)(Cl)(Cl)[Cl:36]. Product: [Cl:36][C:19]1[N:14]2[N:13]=[C:12]([C:20]3[CH:25]=[CH:24][N:23]=[C:22]([NH:26][CH:27]([CH3:29])[CH3:28])[CH:21]=3)[C:11]([C:9]3[CH:8]=[CH:7][N:6]=[C:5]([NH:4][CH:1]4[CH2:3][CH2:2]4)[N:10]=3)=[C:15]2[CH:16]=[CH:17][CH:18]=1. The catalyst class is: 7.